Predict the reactants needed to synthesize the given product. From a dataset of Full USPTO retrosynthesis dataset with 1.9M reactions from patents (1976-2016). (1) Given the product [NH4+:16].[OH-:2].[CH3:1][O:2][C:3]1[CH:4]=[C:5]([CH:11]2[N:16]3[CH2:20][CH2:19][NH:18][CH2:17][CH:15]3[CH2:14][CH2:13][CH2:12]2)[CH:6]=[CH:7][C:8]=1[O:9][CH3:10], predict the reactants needed to synthesize it. The reactants are: [CH3:1][O:2][C:3]1[CH:4]=[C:5]([CH:11]2[NH:16][CH:15]([CH2:17][NH:18][CH2:19][CH2:20]O)[CH2:14][CH2:13][CH2:12]2)[CH:6]=[CH:7][C:8]=1[O:9][CH3:10].C1(P(C2C=CC=CC=2)C2C=CC=CC=2)C=CC=CC=1.N(C(OCC)=O)=NC(OCC)=O. (2) Given the product [O:14]1[CH:18]=[CH:17][C:16]([C:2]2[CH:9]=[CH:8][C:5]([C:6]#[N:7])=[CH:4][C:3]=2[O:10][CH2:11][O:12][CH3:13])=[CH:15]1, predict the reactants needed to synthesize it. The reactants are: I[C:2]1[CH:9]=[CH:8][C:5]([C:6]#[N:7])=[CH:4][C:3]=1[O:10][CH2:11][O:12][CH3:13].[O:14]1[CH:18]=[CH:17][C:16](B(O)O)=[CH:15]1.C([O-])([O-])=O.[Cs+].[Cs+].